This data is from Reaction yield outcomes from USPTO patents with 853,638 reactions. The task is: Predict the reaction yield, written as a fraction of the theoretical maximum amount of product (1.0 means a 100% yield; for example, 0.34 means a 34% yield). (1) The reactants are C([O:3][C:4]([C:6]1[C:15](=[O:16])[C:14]2[C:9](=[C:10]([I:17])[CH:11]=[CH:12][CH:13]=2)[NH:8][CH:7]=1)=[O:5])C.Cl. The catalyst is [OH-].[Na+].O. The product is [I:17][C:10]1[CH:11]=[CH:12][CH:13]=[C:14]2[C:9]=1[NH:8][CH:7]=[C:6]([C:4]([OH:5])=[O:3])[C:15]2=[O:16]. The yield is 0.816. (2) The reactants are [CH3:1][O:2][C:3]1[CH:8]=[CH:7][C:6]([C:9]2[CH:14]=[CH:13][N:12]=[C:11]3[NH:15][C:16]([C:18]4[CH:23]=[CH:22][C:21]([C:24]([N:26]5[CH2:31][CH2:30][O:29][CH2:28][CH2:27]5)=O)=[CH:20][CH:19]=4)=[N:17][C:10]=23)=[CH:5][CH:4]=1.CO.[ClH:34]. The catalyst is C(Cl)Cl.CO. The product is [ClH:34].[CH3:1][O:2][C:3]1[CH:8]=[CH:7][C:6]([C:9]2[CH:14]=[CH:13][N:12]=[C:11]3[NH:15][C:16]([C:18]4[CH:23]=[CH:22][C:21]([CH2:24][N:26]5[CH2:31][CH2:30][O:29][CH2:28][CH2:27]5)=[CH:20][CH:19]=4)=[N:17][C:10]=23)=[CH:5][CH:4]=1. The yield is 0.500.